The task is: Predict the product of the given reaction.. This data is from Forward reaction prediction with 1.9M reactions from USPTO patents (1976-2016). (1) Given the reactants [CH2:1]([O:3][C:4]1[CH:5]=[C:6]([CH:10]=[CH:11][C:12]=1[I:13])[C:7]([OH:9])=O)[CH3:2].C(Cl)(=O)C(Cl)=O.[NH:20]1[CH2:25][CH2:24][CH2:23][CH2:22][CH2:21]1, predict the reaction product. The product is: [CH2:1]([O:3][C:4]1[CH:5]=[C:6]([C:7]([N:20]2[CH2:25][CH2:24][CH2:23][CH2:22][CH2:21]2)=[O:9])[CH:10]=[CH:11][C:12]=1[I:13])[CH3:2]. (2) Given the reactants [NH2:1][C:2]1[CH:7]=[C:6]([CH3:8])[CH:5]=[CH:4][C:3]=1[OH:9].[F:10][C:11]1[CH:19]=[CH:18][C:17]([N+:20]([O-:22])=[O:21])=[CH:16][C:12]=1[C:13](Cl)=[O:14], predict the reaction product. The product is: [OH:9][C:3]1[CH:4]=[CH:5][C:6]([CH3:8])=[CH:7][C:2]=1[NH:1][C:13](=[O:14])[C:12]1[CH:16]=[C:17]([N+:20]([O-:22])=[O:21])[CH:18]=[CH:19][C:11]=1[F:10]. (3) Given the reactants [F:1][CH2:2][C:3]1([CH2:18][F:19])[CH2:8][C:7](=[O:9])[C:6]2[CH:10]=[C:11]([C:14]([F:17])([F:16])[F:15])[CH:12]=[CH:13][C:5]=2[O:4]1.[F:20][C:21]([F:34])([F:33])[S:22](O[S:22]([C:21]([F:34])([F:33])[F:20])(=[O:24])=[O:23])(=[O:24])=[O:23], predict the reaction product. The product is: [F:19][CH2:18][C:3]1([CH2:2][F:1])[CH:8]=[C:7]([O:9][S:22]([C:21]([F:34])([F:33])[F:20])(=[O:24])=[O:23])[C:6]2[CH:10]=[C:11]([C:14]([F:17])([F:15])[F:16])[CH:12]=[CH:13][C:5]=2[O:4]1. (4) Given the reactants [Li+].CC([N-]C(C)C)C.CN1C(=O)N(C)CCC1.[CH2:18]([O:20][C:21](=[O:33])[CH2:22][C:23]1[CH:28]=[CH:27][C:26]([S:29]([CH3:32])(=[O:31])=[O:30])=[CH:25][CH:24]=1)[CH3:19].[O:34]1[CH2:39][CH2:38][CH:37]([CH:40]=O)[CH2:36][CH2:35]1, predict the reaction product. The product is: [CH3:32][S:29]([C:26]1[CH:27]=[CH:28][C:23](/[C:22](=[CH:40]\[CH:37]2[CH2:38][CH2:39][O:34][CH2:35][CH2:36]2)/[C:21]([O:20][CH2:18][CH3:19])=[O:33])=[CH:24][CH:25]=1)(=[O:31])=[O:30]. (5) Given the reactants [CH3:1][N:2]1[CH:6]=[CH:5][CH:4]=[N:3]1.CN(C)CCN(C)C.C([Li])CCC.[O:20]1[CH:22]2[CH2:23][CH2:24][CH2:25][CH2:26][CH2:27][CH:21]12, predict the reaction product. The product is: [CH3:1][N:2]1[C:6]([C@H:22]2[CH2:23][CH2:24][CH2:25][CH2:26][CH2:27][C@@H:21]2[OH:20])=[CH:5][CH:4]=[N:3]1. (6) Given the reactants [CH2:1]([C:8]1[CH:9]=[N:10][C:11]2[C:16]([C:17]=1[C:18]1[CH:19]=[C:20]([CH2:24][OH:25])[CH:21]=[CH:22][CH:23]=1)=[CH:15][CH:14]=[CH:13][C:12]=2[C:26]([F:29])([F:28])[F:27])[C:2]1[CH:7]=[CH:6][CH:5]=[CH:4][CH:3]=1.C[O:31][C:32](=[O:43])[C:33]#[C:34][C:35]1[CH:40]=[CH:39][C:38](CO)=[CH:37][CH:36]=1, predict the reaction product. The product is: [CH2:1]([C:8]1[CH:9]=[N:10][C:11]2[C:16]([C:17]=1[C:18]1[CH:19]=[C:20]([CH:21]=[CH:22][CH:23]=1)[CH2:24][O:25][C:38]1[CH:39]=[CH:40][C:35]([C:34]#[C:33][C:32]([OH:43])=[O:31])=[CH:36][CH:37]=1)=[CH:15][CH:14]=[CH:13][C:12]=2[C:26]([F:29])([F:27])[F:28])[C:2]1[CH:7]=[CH:6][CH:5]=[CH:4][CH:3]=1. (7) Given the reactants C1CCN2C(=NCCC2)CC1.[C:12]([O:16][C:17](=[O:21])[CH2:18][C:19]#[N:20])([CH3:15])([CH3:14])[CH3:13].Cl[CH2:23][CH2:24][S:25][CH2:26][CH2:27]Cl, predict the reaction product. The product is: [C:12]([O:16][C:17]([C:18]1([C:19]#[N:20])[CH2:27][CH2:26][S:25][CH2:24][CH2:23]1)=[O:21])([CH3:15])([CH3:14])[CH3:13]. (8) Given the reactants [CH3:1][C:2]1[N:3]=[C:4]([N:12]2[CH2:17][CH2:16][CH:15]([NH:18][CH2:19][CH2:20][CH3:21])[CH2:14][CH2:13]2)[S:5][C:6]=1[C:7]([O:9][CH2:10][CH3:11])=[O:8].[Cl:22][C:23]1[N:24]=[C:25]([C:30](O)=[O:31])[NH:26][C:27]=1[CH2:28][CH3:29].CCN=C=NCCCN(C)C.Cl.ON1C2C=CC=CC=2N=N1.CN1CCOCC1, predict the reaction product. The product is: [Cl:22][C:23]1[N:24]=[C:25]([C:30]([N:18]([CH2:19][CH2:20][CH3:21])[CH:15]2[CH2:14][CH2:13][N:12]([C:4]3[S:5][C:6]([C:7]([O:9][CH2:10][CH3:11])=[O:8])=[C:2]([CH3:1])[N:3]=3)[CH2:17][CH2:16]2)=[O:31])[NH:26][C:27]=1[CH2:28][CH3:29].